Dataset: Full USPTO retrosynthesis dataset with 1.9M reactions from patents (1976-2016). Task: Predict the reactants needed to synthesize the given product. (1) Given the product [Br:18][CH2:19][C:20]([NH:17][C:13]1[CH:14]=[CH:15][CH:16]=[C:11]([C:2]2[CH:3]=[N:4][C:5]3[C:10](=[CH:9][CH:8]=[CH:7][CH:6]=3)[N:1]=2)[CH:12]=1)=[O:21], predict the reactants needed to synthesize it. The reactants are: [N:1]1[C:10]2[C:5](=[CH:6][CH:7]=[CH:8][CH:9]=2)[N:4]=[CH:3][C:2]=1[C:11]1[CH:12]=[C:13]([NH2:17])[CH:14]=[CH:15][CH:16]=1.[Br:18][CH2:19][C:20](Br)=[O:21].C(N(C(C)C)CC)(C)C. (2) Given the product [CH2:1]([N:3]1[C:7]2=[N:8][C:9]([CH2:33][CH3:34])=[C:10]([CH2:19][NH:20][C:21]([C:23]3[CH:24]=[C:25]([CH:30]=[CH:31][CH:32]=3)[C:26]([OH:28])=[O:27])=[O:22])[C:11]([NH:12][CH:13]3[CH2:18][CH2:17][O:16][CH2:15][CH2:14]3)=[C:6]2[CH:5]=[N:4]1)[CH3:2], predict the reactants needed to synthesize it. The reactants are: [CH2:1]([N:3]1[C:7]2=[N:8][C:9]([CH2:33][CH3:34])=[C:10]([CH2:19][NH:20][C:21]([C:23]3[CH:24]=[C:25]([CH:30]=[CH:31][CH:32]=3)[C:26]([O:28]C)=[O:27])=[O:22])[C:11]([NH:12][CH:13]3[CH2:18][CH2:17][O:16][CH2:15][CH2:14]3)=[C:6]2[CH:5]=[N:4]1)[CH3:2].[OH-].[Li+].Cl. (3) Given the product [CH:46]1([C:49]2[O:53][C:52]([C:54]([CH:56]([NH:59][C:60]([C:62]3([CH2:17][CH2:2][CH2:3][CH2:4][NH:8][C:9]([N:11]4[CH2:16][CH2:15][O:14][CH2:13][CH2:12]4)=[O:10])[CH:67]=[CH:66][CH2:65][C:64]([F:73])([F:72])[CH2:63]3)=[O:61])[CH2:57][CH3:58])=[O:55])=[N:51][N:50]=2)[CH2:48][CH2:47]1, predict the reactants needed to synthesize it. The reactants are: F[C:2](F)([CH2:17]C1C=CC=CC=1)[CH2:3][C@H:4]([NH:8][C:9]([N:11]1[CH2:16][CH2:15][O:14][CH2:13][CH2:12]1)=[O:10])C(O)=O.FC(F)(F)C(O)=O.NC(CC)[C@@H](C1OC(C2CC2)=NN=1)O.[CH:46]1([C:49]2[O:53][C:52]([C:54]([CH:56]([NH:59][C:60]([CH:62](NC(N3CCOCC3)=O)[CH2:63][C:64]([F:73])([F:72])[CH2:65][C:66]3C=CC=C[CH:67]=3)=[O:61])[CH2:57][CH3:58])=[O:55])=[N:51][N:50]=2)[CH2:48][CH2:47]1. (4) Given the product [OH:15][C:3]1[CH:4]=[C:5]([N:8]2[CH2:9][CH2:10][N:11]([CH3:14])[CH2:12][CH2:13]2)[CH:6]=[CH:7][C:2]=1[NH:1][C:50]1[N:51]=[CH:52][C:47]2[C:46](=[O:57])[C:45]([C:58]([NH2:60])=[O:59])=[CH:44][N:43]([C:39]3[CH:38]=[C:37]4[C:42](=[CH:41][CH:40]=3)[CH2:34][CH2:35][CH2:36]4)[C:48]=2[N:49]=1, predict the reactants needed to synthesize it. The reactants are: [NH2:1][C:2]1[CH:7]=[CH:6][C:5]([N:8]2[CH2:13][CH2:12][N:11]([CH3:14])[CH2:10][CH2:9]2)=[CH:4][C:3]=1[OH:15].FC1C=CC([N+]([O-])=O)=CC=1O.CN1CCNCC1.[CH2:34]1[C:42]2[C:37](=[CH:38][C:39]([N:43]3[C:48]4[N:49]=[C:50](S(C)(=O)=O)[N:51]=[CH:52][C:47]=4[C:46](=[O:57])[C:45]([C:58]([NH2:60])=[O:59])=[CH:44]3)=[CH:40][CH:41]=2)[CH2:36][CH2:35]1. (5) Given the product [Cl:1][C:2]1[CH:7]=[CH:6][C:5]([CH2:8][N:13]2[CH2:17][CH2:16][CH2:15][CH2:14]2)=[CH:4][C:3]=1[B:10]([OH:12])[OH:11], predict the reactants needed to synthesize it. The reactants are: [Cl:1][C:2]1[CH:7]=[CH:6][C:5]([CH:8]=O)=[CH:4][C:3]=1[B:10]([OH:12])[OH:11].[NH:13]1[CH2:17][CH2:16][CH2:15][CH2:14]1.C(O[BH-](OC(=O)C)OC(=O)C)(=O)C.[Na+]. (6) Given the product [F:1][C:2]1[CH:3]=[C:4]([NH:24][C:25](=[O:36])[CH2:26][C:27]([NH:29][C:30]2[CH:31]=[CH:32][CH:33]=[CH:34][CH:35]=2)=[O:28])[CH:5]=[CH:6][C:7]=1[O:8][C:9]1[CH:14]=[CH:13][N:12]=[C:11]2[CH:15]=[C:16]([C:54]3[N:58]([CH3:59])[CH:57]=[N:56][CH:55]=3)[S:17][C:10]=12, predict the reactants needed to synthesize it. The reactants are: [F:1][C:2]1[CH:3]=[C:4]([NH:24][C:25](=[O:36])[CH2:26][C:27]([NH:29][C:30]2[CH:35]=[CH:34][CH:33]=[CH:32][CH:31]=2)=[O:28])[CH:5]=[CH:6][C:7]=1[O:8][C:9]1[CH:14]=[CH:13][N:12]=[C:11]2[CH:15]=[C:16](C3N(C)C=CN=3)[S:17][C:10]=12.FC1C=C(N)C=CC=1OC1C=CN=C2C=C([C:54]3[N:58]([CH3:59])[CH:57]=[N:56][CH:55]=3)SC=12. (7) Given the product [CH3:79][O:78][C:75]1[CH:76]=[CH:77][C:72]2[N:71]([CH3:80])[C:70](=[O:81])[N:69]([CH2:68][C@H:65]3[CH2:64][CH2:63][C@H:62]([C:60]([N:69]4[CH2:46][CH2:45][N:71]([C:83]5[CH:84]=[N:85][CH:86]=[N:87][CH:88]=5)[CH2:72][CH2:73]4)=[O:61])[CH2:67][CH2:66]3)[C:73]=2[CH:74]=1, predict the reactants needed to synthesize it. The reactants are: C1C=CC(P(C2C(C3C(P(C4C=CC=[CH:45][CH:46]=4)C4C=CC=CC=4)=CC=C4C=3C=CC=C4)=C3C(C=CC=C3)=CC=2)C2C=CC=CC=2)=CC=1.C([O-])([O-])=O.[Cs+].[Cs+].N1(O[C:60]([C@H:62]2[CH2:67][CH2:66][C@H:65]([CH2:68][N:69]3[C:73]4[CH:74]=[C:75]([O:78][CH3:79])[CH:76]=[CH:77][C:72]=4[N:71]([CH3:80])[C:70]3=[O:81])[CH2:64][CH2:63]2)=[O:61])CCNCC1.Br[C:83]1[CH:84]=[N:85][CH:86]=[N:87][CH:88]=1. (8) Given the product [F:1][C:2]1[C:3]([C@@H:19]([OH:21])[CH3:20])=[C:4]([C:8]2[O:9][C:10]3[CH:16]=[CH:15][C:14]([C:17]#[N:18])=[CH:13][C:11]=3[CH:12]=2)[CH:5]=[N:6][CH:7]=1.[F:1][C:2]1[C:3]([C@H:19]([OH:21])[CH3:20])=[C:4]([C:8]2[O:9][C:10]3[CH:16]=[CH:15][C:14]([C:17]#[N:18])=[CH:13][C:11]=3[CH:12]=2)[CH:5]=[N:6][CH:7]=1, predict the reactants needed to synthesize it. The reactants are: [F:1][C:2]1[C:3]([CH:19]([OH:21])[CH3:20])=[C:4]([C:8]2[O:9][C:10]3[CH:16]=[CH:15][C:14]([C:17]#[N:18])=[CH:13][C:11]=3[CH:12]=2)[CH:5]=[N:6][CH:7]=1. (9) Given the product [Br:1][C:2]1[S:3][C:4]2[C:10]([OH:11])=[C:9]([C@H:12]([O:18][C:19]([CH3:22])([CH3:21])[CH3:20])[C:13]([O:15][CH2:16][CH3:17])=[O:14])[C:8]([CH3:23])=[C:7]([F:25])[C:5]=2[N:6]=1, predict the reactants needed to synthesize it. The reactants are: [Br:1][C:2]1[S:3][C:4]2[C:10]([OH:11])=[C:9]([C@H:12]([O:18][C:19]([CH3:22])([CH3:21])[CH3:20])[C:13]([O:15][CH2:16][CH3:17])=[O:14])[C:8]([CH3:23])=[CH:7][C:5]=2[N:6]=1.[B-](F)(F)(F)[F:25].[B-](F)(F)(F)F.C1[N+]2(CCl)CC[N+](F)(CC2)C1.